From a dataset of Full USPTO retrosynthesis dataset with 1.9M reactions from patents (1976-2016). Predict the reactants needed to synthesize the given product. (1) Given the product [Cl:6][C:7]1[CH:8]=[CH:9][C:10]([CH2:13][O:14][C:15]2[CH:20]=[CH:19][N:18]([C:21]3[CH:22]=[N:23][C:24]([NH:5][CH2:4][CH2:3][NH:2][CH3:1])=[CH:25][CH:26]=3)[C:17](=[O:28])[CH:16]=2)=[N:11][CH:12]=1, predict the reactants needed to synthesize it. The reactants are: [CH3:1][NH:2][CH2:3][CH2:4][NH2:5].[Cl:6][C:7]1[CH:8]=[CH:9][C:10]([CH2:13][O:14][C:15]2[CH:20]=[CH:19][N:18]([C:21]3[CH:22]=[N:23][C:24](F)=[CH:25][CH:26]=3)[C:17](=[O:28])[CH:16]=2)=[N:11][CH:12]=1.C(=O)([O-])[O-].[K+].[K+]. (2) Given the product [O:34]1[CH:35]=[CH:36][CH:37]([C:21]2[CH:22]=[C:23]([CH:26]=[CH:27][CH:28]=2)[C:24]#[N:25])[CH2:38]1.[O:34]1[CH2:38][CH:37]=[CH:36][CH:35]1[C:21]1[CH:22]=[C:23]([CH:26]=[CH:27][CH:28]=1)[C:24]#[N:25], predict the reactants needed to synthesize it. The reactants are: C1(P(C2C=CC=CC=2)C2C=CC=CC=2)C=CC=CC=1.Br[C:21]1[CH:22]=[C:23]([CH:26]=[CH:27][CH:28]=1)[C:24]#[N:25].C([O-])(=O)C.[K+].[O:34]1[CH2:38][CH:37]=[CH:36][CH2:35]1. (3) The reactants are: C(=O)([O-])[O-].[Cs+].[Cs+].Br[CH2:8][C:9]([O:11][C:12]([CH3:15])([CH3:14])[CH3:13])=[O:10].[CH3:16][C:17]1([CH3:31])[C:21]([CH3:23])([CH3:22])[O:20][B:19]([C:24]2[CH:29]=[CH:28][C:27]([OH:30])=[CH:26][CH:25]=2)[O:18]1. Given the product [C:12]([O:11][C:9](=[O:10])[CH2:8][O:30][C:27]1[CH:26]=[CH:25][C:24]([B:19]2[O:20][C:21]([CH3:23])([CH3:22])[C:17]([CH3:31])([CH3:16])[O:18]2)=[CH:29][CH:28]=1)([CH3:15])([CH3:14])[CH3:13], predict the reactants needed to synthesize it. (4) Given the product [N+:16]([C:13]1[CH:14]=[CH:15][C:10]([NH:9][C:7]2[N:8]=[CH:3][N:4]=[C:5]([NH:22][CH2:19][CH2:20][OH:21])[CH:6]=2)=[CH:11][CH:12]=1)([O-:18])=[O:17], predict the reactants needed to synthesize it. The reactants are: Cl.Cl[C:3]1[N:8]=[C:7]([NH:9][C:10]2[CH:15]=[CH:14][C:13]([N+:16]([O-:18])=[O:17])=[CH:12][CH:11]=2)[CH:6]=[CH:5][N:4]=1.[CH2:19]([NH2:22])[CH2:20][OH:21].CCN(C(C)C)C(C)C. (5) Given the product [CH3:28][O:24][C:23](=[O:25])[C@H:12]([CH2:13][C:14]1[C:22]2[C:17](=[CH:18][CH:19]=[CH:20][CH:21]=2)[NH:16][CH:15]=1)[NH:11][C:9]([O:8][CH2:1][C:2]1[CH:3]=[CH:4][CH:5]=[CH:6][CH:7]=1)=[O:10], predict the reactants needed to synthesize it. The reactants are: [CH2:1]([O:8][C:9]([NH:11][C@H:12]([C:23]([OH:25])=[O:24])[CH2:13][C:14]1[C:22]2[C:17](=[CH:18][CH:19]=[CH:20][CH:21]=2)[NH:16][CH:15]=1)=[O:10])[C:2]1[CH:7]=[CH:6][CH:5]=[CH:4][CH:3]=1.CO.[CH2:28]1CCC(N=C=NC2CCCCC2)CC1. (6) Given the product [C:15]([O:10][C:9]1[CH:11]=[CH:12][C:4](/[CH:3]=[CH:2]/[C:1]([OH:14])=[O:13])=[CH:5][C:6]=1[O:7][CH3:8])(=[O:17])[CH3:16], predict the reactants needed to synthesize it. The reactants are: [C:1]([OH:14])(=[O:13])/[CH:2]=[CH:3]/[C:4]1[CH:12]=[CH:11][C:9]([OH:10])=[C:6]([O:7][CH3:8])[CH:5]=1.[C:15](OC(=O)C)(=[O:17])[CH3:16].Cl.C(OCC)(=O)C.